Dataset: Catalyst prediction with 721,799 reactions and 888 catalyst types from USPTO. Task: Predict which catalyst facilitates the given reaction. Reactant: [CH2:1]([O:8][C:9]([NH:11][CH2:12][CH2:13][CH2:14][CH2:15][C@H:16]([O:27][P:28]([CH:38]([NH:42]CC1C=CC(OC)=CC=1)[CH:39]([CH3:41])[CH3:40])([O:30][CH2:31][C:32]1[CH:37]=[CH:36][CH:35]=[CH:34][CH:33]=1)=[O:29])[C:17]([O:19][CH2:20][C:21]1[CH:26]=[CH:25][CH:24]=[CH:23][CH:22]=1)=[O:18])=[O:10])[C:2]1[CH:7]=[CH:6][CH:5]=[CH:4][CH:3]=1.[N+]([O-])([O-])=O.[NH4+].[NH4+].[Ce+4].[N+]([O-])([O-])=O.[N+]([O-])([O-])=O.[N+]([O-])([O-])=O.[N+]([O-])([O-])=O.[N+]([O-])([O-])=O.S([O-])([O-])(=O)=S.[Na+].[Na+]. Product: [NH2:42][CH:38]([P:28]([O:30][CH2:31][C:32]1[CH:33]=[CH:34][CH:35]=[CH:36][CH:37]=1)([O:27][C@@H:16]([CH2:15][CH2:14][CH2:13][CH2:12][NH:11][C:9]([O:8][CH2:1][C:2]1[CH:7]=[CH:6][CH:5]=[CH:4][CH:3]=1)=[O:10])[C:17]([O:19][CH2:20][C:21]1[CH:26]=[CH:25][CH:24]=[CH:23][CH:22]=1)=[O:18])=[O:29])[CH:39]([CH3:41])[CH3:40]. The catalyst class is: 47.